Dataset: NCI-60 drug combinations with 297,098 pairs across 59 cell lines. Task: Regression. Given two drug SMILES strings and cell line genomic features, predict the synergy score measuring deviation from expected non-interaction effect. Drug 1: CC1=CC2C(CCC3(C2CCC3(C(=O)C)OC(=O)C)C)C4(C1=CC(=O)CC4)C. Drug 2: CN1C(=O)N2C=NC(=C2N=N1)C(=O)N. Cell line: OVCAR-8. Synergy scores: CSS=-6.75, Synergy_ZIP=1.71, Synergy_Bliss=-0.958, Synergy_Loewe=-4.25, Synergy_HSA=-3.58.